Dataset: Forward reaction prediction with 1.9M reactions from USPTO patents (1976-2016). Task: Predict the product of the given reaction. (1) Given the reactants [F:1][C:2]1[CH:7]=[CH:6][CH:5]=[C:4]([F:8])[C:3]=1[NH:9][CH2:10][CH:11]([CH3:13])[CH3:12].[CH3:14][C:15]1[C:19]([CH2:20][O:21][C:22]2[CH:27]=[CH:26][C:25]([S:28](Cl)(=[O:30])=[O:29])=[CH:24][CH:23]=2)=[C:18]([CH3:32])[O:17][N:16]=1, predict the reaction product. The product is: [F:1][C:2]1[CH:7]=[CH:6][CH:5]=[C:4]([F:8])[C:3]=1[N:9]([CH2:10][CH:11]([CH3:13])[CH3:12])[S:28]([C:25]1[CH:24]=[CH:23][C:22]([O:21][CH2:20][C:19]2[C:15]([CH3:14])=[N:16][O:17][C:18]=2[CH3:32])=[CH:27][CH:26]=1)(=[O:29])=[O:30]. (2) The product is: [C:3]1([C:2]([NH:10][C@@H:16]([C:14]([O:13][CH2:12][CH3:11])=[O:15])[CH3:17])([CH3:9])[CH3:1])[CH:8]=[CH:7][CH:6]=[CH:5][CH:4]=1. Given the reactants [CH3:1][C:2]([NH2:10])([CH3:9])[C:3]1[CH:8]=[CH:7][CH:6]=[CH:5][CH:4]=1.[CH3:11][CH2:12][O:13][C:14]([C@@H:16](OS(C(F)(F)F)(=O)=O)[CH3:17])=[O:15], predict the reaction product. (3) Given the reactants [CH3:1][CH:2]([CH3:20])[CH2:3][CH2:4][NH:5][C:6]([C:8]1[N:9]=[N:10][C:11]([N:14]2[CH2:19][CH2:18][NH:17][CH2:16][CH2:15]2)=[CH:12][CH:13]=1)=[O:7].[O:21]1[C:25]([C:26](Cl)=[O:27])=[CH:24][CH:23]=[N:22]1.C(N(CC)CC)C, predict the reaction product. The product is: [CH3:1][CH:2]([CH3:20])[CH2:3][CH2:4][NH:5][C:6]([C:8]1[N:9]=[N:10][C:11]([N:14]2[CH2:19][CH2:18][N:17]([C:26]([C:25]3[O:21][N:22]=[CH:23][CH:24]=3)=[O:27])[CH2:16][CH2:15]2)=[CH:12][CH:13]=1)=[O:7]. (4) Given the reactants [NH:1]1[C:9]2[CH:8]=[CH:7][N:6]=[CH:5][C:4]=2[C:3](=[O:10])[C:2]1=[O:11].N1C2=NC=[CH:19][CH:20]=[C:15]2[CH:14]=[CH:13]1, predict the reaction product. The product is: [CH2:13]([N:1]1[C:9]2[CH:8]=[CH:7][N:6]=[CH:5][C:4]=2[C:3](=[O:10])[C:2]1=[O:11])[CH2:14][CH2:15][CH2:20][CH3:19]. (5) The product is: [Cl:11][C:12]1[CH:17]=[CH:16][C:15]([CH:4]([C:3]2[CH:6]=[CH:7][C:8]([CH3:10])=[CH:9][C:2]=2[CH3:1])[NH2:5])=[CH:14][CH:13]=1. Given the reactants [CH3:1][C:2]1[CH:9]=[C:8]([CH3:10])[CH:7]=[CH:6][C:3]=1[C:4]#[N:5].[Cl:11][C:12]1[CH:17]=[CH:16][C:15]([Mg]Br)=[CH:14][CH:13]=1, predict the reaction product. (6) The product is: [CH:57]1[CH:56]=[CH:55][N:47]2[CH2:48][C:49]3[CH:54]=[CH:53][CH:52]=[CH:51][C:50]=3[N:44]([C:42]([C:39]3[CH:40]=[CH:41][C:36]([CH2:35][NH:34][C:21]([N:4]4[C:3]5[C:8](=[CH:9][CH:10]=[CH:11][C:2]=5[F:1])[N:7]([CH2:12][CH2:13][O:14][CH3:15])[C:6](=[O:16])[CH2:5]4)=[O:20])=[C:37]([CH3:58])[CH:38]=3)=[O:43])[CH2:45][C:46]=12. Given the reactants [F:1][C:2]1[CH:11]=[CH:10][CH:9]=[C:8]2[C:3]=1[NH:4][CH2:5][C:6](=[O:16])[N:7]2[CH2:12][CH2:13][O:14][CH3:15].ClC([O:20][C:21](Cl)(Cl)Cl)=O.C(N(C(C)C)CC)(C)C.[NH2:34][CH2:35][C:36]1[CH:41]=[CH:40][C:39]([C:42]([N:44]2[C:50]3[CH:51]=[CH:52][CH:53]=[CH:54][C:49]=3[CH2:48][N:47]3[CH:55]=[CH:56][CH:57]=[C:46]3[CH2:45]2)=[O:43])=[CH:38][C:37]=1[CH3:58], predict the reaction product. (7) Given the reactants [CH3:1][O:2][C:3]1[CH:4]=[C:5]2[C:10](=[CH:11][CH:12]=1)[CH:9]=[C:8]([C:13]1[CH:18]=[CH:17][N:16]=[C:15]([NH:19][CH2:20][CH2:21][CH2:22][N:23]([CH3:25])[CH3:24])[N:14]=1)[CH:7]=[C:6]2[N:26]1[CH2:31][CH2:30][NH:29][CH2:28][CH2:27]1.[Br:32][C:33]1[C:41]2[C:36](=[N:37][CH:38]=[N:39][C:40]=2Cl)[NH:35][N:34]=1, predict the reaction product. The product is: [Br:32][C:33]1[C:41]2[C:36](=[N:37][CH:38]=[N:39][C:40]=2[N:29]2[CH2:28][CH2:27][N:26]([C:6]3[C:5]4[C:10](=[CH:11][CH:12]=[C:3]([O:2][CH3:1])[CH:4]=4)[CH:9]=[C:8]([C:13]4[CH:18]=[CH:17][N:16]=[C:15]([NH:19][CH2:20][CH2:21][CH2:22][N:23]([CH3:24])[CH3:25])[N:14]=4)[CH:7]=3)[CH2:31][CH2:30]2)[NH:35][N:34]=1.